From a dataset of TCR-epitope binding with 47,182 pairs between 192 epitopes and 23,139 TCRs. Binary Classification. Given a T-cell receptor sequence (or CDR3 region) and an epitope sequence, predict whether binding occurs between them. (1) The epitope is PKYVKQNTLKLAT. The TCR CDR3 sequence is CASSTGFSEQFF. Result: 1 (the TCR binds to the epitope). (2) The epitope is KLVALGINAV. The TCR CDR3 sequence is CASRFRRPYGYTF. Result: 0 (the TCR does not bind to the epitope). (3) The epitope is YLDAYNMMI. The TCR CDR3 sequence is CASSLATGGLYNEQFF. Result: 0 (the TCR does not bind to the epitope). (4) The epitope is VTIAEILLI. The TCR CDR3 sequence is CASSQDLPTGVNYGYTF. Result: 0 (the TCR does not bind to the epitope). (5) The epitope is KLVALGINAV. The TCR CDR3 sequence is CASSLYGQGAVLDTEAFF. Result: 0 (the TCR does not bind to the epitope). (6) The epitope is KAFSPEVIPMF. The TCR CDR3 sequence is CASSPGQGFKTQYF. Result: 1 (the TCR binds to the epitope). (7) The epitope is NLVPMVATV. The TCR CDR3 sequence is CASSMIGGDTEAFF. Result: 1 (the TCR binds to the epitope). (8) The epitope is TSDLATNNLVVMAY. The TCR CDR3 sequence is CASSLHAVSTDTQYF. Result: 0 (the TCR does not bind to the epitope).